From a dataset of Forward reaction prediction with 1.9M reactions from USPTO patents (1976-2016). Predict the product of the given reaction. (1) Given the reactants [F:1][C:2]1[CH:30]=[CH:29][C:5]2[N:6]=[C:7]([NH:9][C@H:10]3[CH2:14][CH2:13][CH2:12][C@@H:11]3[NH:15][C:16](=[O:28])[C:17]3[CH:22]=[CH:21][CH:20]=[CH:19][C:18]=3N3C=CC=N3)[S:8][C:4]=2[CH:3]=1.[CH3:31][O:32]C1C=CC=CC=1C(O)=O.Cl.FC1C=CC2N=C(N[C@H]3CCC[C@@H]3N)SC=2C=1, predict the reaction product. The product is: [F:1][C:2]1[CH:30]=[CH:29][C:5]2[N:6]=[C:7]([NH:9][C@H:10]3[CH2:14][CH2:13][CH2:12][C@@H:11]3[NH:15][C:16](=[O:28])[C:17]3[CH:22]=[CH:21][CH:20]=[CH:19][C:18]=3[O:32][CH3:31])[S:8][C:4]=2[CH:3]=1. (2) Given the reactants [Cl:1][C:2]1[CH:7]=[CH:6][C:5]([C:8]([F:11])([F:10])[F:9])=[CH:4][C:3]=1[N:12]([S:24]([C:27]1[CH:32]=[CH:31][C:30](C)=[CH:29][CH:28]=1)(=[O:26])=[O:25])[CH2:13][C:14]([NH:16][CH2:17]C1C=CN=CC=1)=[O:15].C1(S(Cl)(=O)=O)C=CC=CC=1.CC1C=CC(S(Cl)(=O)=O)=CC=1.NC[C:57]1[CH:58]=[N:59][CH:60]=[CH:61][CH:62]=1.NCC1C=CN=CC=1, predict the reaction product. The product is: [Cl:1][C:2]1[CH:7]=[CH:6][C:5]([C:8]([F:9])([F:11])[F:10])=[CH:4][C:3]=1[N:12]([CH2:13][C:14]([NH:16][CH2:17][C:57]1[CH:58]=[N:59][CH:60]=[CH:61][CH:62]=1)=[O:15])[S:24]([C:27]1[CH:28]=[CH:29][CH:30]=[CH:31][CH:32]=1)(=[O:26])=[O:25]. (3) Given the reactants [Cl:1][C:2]1[CH:7]=[C:6]([Cl:8])[CH:5]=[CH:4][C:3]=1[C:9]1[CH:14]=[CH:13][C:12]([C:15](=O)[CH2:16][CH2:17][CH2:18][CH2:19][CH2:20][OH:21])=[CH:11][CH:10]=1.Cl.[NH2:24][OH:25].C([O-])(=O)C.[Na+], predict the reaction product. The product is: [Cl:1][C:2]1[CH:7]=[C:6]([Cl:8])[CH:5]=[CH:4][C:3]=1[C:9]1[CH:14]=[CH:13][C:12]([C:15](=[N:24][OH:25])[CH2:16][CH2:17][CH2:18][CH2:19][CH2:20][OH:21])=[CH:11][CH:10]=1. (4) Given the reactants [Mg].[F:2][C:3]1[CH:4]=[CH:5][C:6]([O:11][CH3:12])=[C:7]([CH:10]=1)[CH2:8]Cl.II.[CH2:15]([N:22]1[CH2:27][CH2:26][O:25][CH:24]([C:28]([C:30]2[CH:35]=[CH:34][CH:33]=[CH:32][CH:31]=2)=[O:29])[CH2:23]1)[C:16]1[CH:21]=[CH:20][CH:19]=[CH:18][CH:17]=1, predict the reaction product. The product is: [CH2:15]([N:22]1[CH2:27][CH2:26][O:25][CH:24]([C:28]([C:30]2[CH:35]=[CH:34][CH:33]=[CH:32][CH:31]=2)([OH:29])[CH2:8][C:7]2[CH:10]=[C:3]([F:2])[CH:4]=[CH:5][C:6]=2[O:11][CH3:12])[CH2:23]1)[C:16]1[CH:17]=[CH:18][CH:19]=[CH:20][CH:21]=1. (5) Given the reactants [F:1][C:2]1[CH:3]=[CH:4][C:5]([CH3:10])=[C:6]([CH:9]=1)[C:7]#[N:8].C1C(=O)N([Br:18])C(=O)C1.CC(N=NC(C#N)(C)C)(C#N)C, predict the reaction product. The product is: [Br:18][CH2:10][C:5]1[CH:4]=[CH:3][C:2]([F:1])=[CH:9][C:6]=1[C:7]#[N:8]. (6) Given the reactants [F:1][C:2]1[CH:3]=[CH:4][C:5]([O:29][CH3:30])=[C:6]([C:8]([CH3:28])([CH3:27])[CH2:9][C:10](N)([CH2:15][C:16]2[C:25]3[C:20](=[CH:21][CH:22]=[CH:23][CH:24]=3)[N:19]=[CH:18][CH:17]=2)[C:11]([F:14])([F:13])[F:12])[CH:7]=1.C=O.[C:33](O)(=O)C.[C:37]([BH3-])#[N:38].[Na+], predict the reaction product. The product is: [F:1][C:2]1[CH:3]=[CH:4][C:5]([O:29][CH3:30])=[C:6]([C:8]([CH3:28])([CH3:27])[CH2:9][C:10]([N:38]([CH3:37])[CH3:33])([CH2:15][C:16]2[C:25]3[C:20](=[CH:21][CH:22]=[CH:23][CH:24]=3)[N:19]=[CH:18][CH:17]=2)[C:11]([F:14])([F:13])[F:12])[CH:7]=1. (7) The product is: [CH2:1]([O:15][C:16]1[CH:23]=[CH:22][C:19]([C:20]#[N:21])=[C:18]([CH3:24])[CH:17]=1)[C:2]1[CH:7]=[CH:6][CH:5]=[CH:4][CH:3]=1. Given the reactants [CH2:1](Cl)[C:2]1[CH:7]=[CH:6][CH:5]=[CH:4][CH:3]=1.C([O-])([O-])=O.[K+].[K+].[OH:15][C:16]1[CH:23]=[CH:22][C:19]([C:20]#[N:21])=[C:18]([CH3:24])[CH:17]=1, predict the reaction product. (8) The product is: [CH:9]1[C:8]2[CH2:7][CH2:6][CH2:5][CH2:4][C:3]=2[CH:2]=[CH:11][C:10]=1[C:24]#[N:25]. Given the reactants Br[C:2]1[CH:11]=[CH:10][CH:9]=[C:8]2[C:3]=1[CH2:4][CH2:5][CH2:6][CH2:7]2.BrC1C=C2C(=CC=1)CCCC2.[Cu][C:24]#[N:25].CN1CCCC1=O, predict the reaction product.